This data is from NCI-60 drug combinations with 297,098 pairs across 59 cell lines. The task is: Regression. Given two drug SMILES strings and cell line genomic features, predict the synergy score measuring deviation from expected non-interaction effect. (1) Drug 2: COCCOC1=C(C=C2C(=C1)C(=NC=N2)NC3=CC=CC(=C3)C#C)OCCOC. Cell line: UACC62. Synergy scores: CSS=29.0, Synergy_ZIP=3.64, Synergy_Bliss=3.66, Synergy_Loewe=-24.9, Synergy_HSA=-0.733. Drug 1: C1CNP(=O)(OC1)N(CCCl)CCCl. (2) Drug 1: CN(C(=O)NC(C=O)C(C(C(CO)O)O)O)N=O. Drug 2: C1CN(P(=O)(OC1)NCCCl)CCCl. Cell line: HT29. Synergy scores: CSS=5.76, Synergy_ZIP=4.82, Synergy_Bliss=6.21, Synergy_Loewe=-1.79, Synergy_HSA=3.52. (3) Drug 1: C#CCC(CC1=CN=C2C(=N1)C(=NC(=N2)N)N)C3=CC=C(C=C3)C(=O)NC(CCC(=O)O)C(=O)O. Drug 2: C(CCl)NC(=O)N(CCCl)N=O. Cell line: SK-OV-3. Synergy scores: CSS=1.73, Synergy_ZIP=0.416, Synergy_Bliss=2.08, Synergy_Loewe=0.456, Synergy_HSA=-0.309. (4) Drug 1: CN1CCC(CC1)COC2=C(C=C3C(=C2)N=CN=C3NC4=C(C=C(C=C4)Br)F)OC. Drug 2: CC1=C(C(=O)C2=C(C1=O)N3CC4C(C3(C2COC(=O)N)OC)N4)N. Cell line: OVCAR-8. Synergy scores: CSS=38.8, Synergy_ZIP=11.9, Synergy_Bliss=12.1, Synergy_Loewe=2.56, Synergy_HSA=13.7.